From a dataset of Forward reaction prediction with 1.9M reactions from USPTO patents (1976-2016). Predict the product of the given reaction. (1) Given the reactants [Cl:1][CH:2]([Cl:17])[S:3][C:4]1[C:13](=[O:14])[C:12]2[C:7](=[CH:8][C:9]([F:15])=[CH:10][CH:11]=2)[N:6]([CH3:16])[CH:5]=1.ClC1C=CC=C(C(OO)=[O:26])C=1, predict the reaction product. The product is: [Cl:17][CH:2]([Cl:1])[S:3]([C:4]1[C:13](=[O:14])[C:12]2[C:7](=[CH:8][C:9]([F:15])=[CH:10][CH:11]=2)[N:6]([CH3:16])[CH:5]=1)=[O:26]. (2) Given the reactants Cl.[CH3:2][NH:3][O:4][CH3:5].CCN(C(C)C)C(C)C.CN(C(ON1N=NC2C=CC=NC1=2)=[N+](C)C)C.F[P-](F)(F)(F)(F)F.[CH:39]1([CH:42]([NH:46][C:47]([CH:49]2[CH2:54][C:53]([CH3:68])([S:55]([C:58]3[CH:63]=[CH:62][CH:61]=[C:60]([C:64]([F:67])([F:66])[F:65])[CH:59]=3)(=[O:57])=[O:56])[CH2:52][CH2:51][O:50]2)=[O:48])[C:43](O)=[O:44])[CH2:41][CH2:40]1, predict the reaction product. The product is: [CH:39]1([CH:42]([NH:46][C:47]([CH:49]2[CH2:54][C:53]([CH3:68])([S:55]([C:58]3[CH:63]=[CH:62][CH:61]=[C:60]([C:64]([F:67])([F:66])[F:65])[CH:59]=3)(=[O:56])=[O:57])[CH2:52][CH2:51][O:50]2)=[O:48])[C:43]([N:3]([O:4][CH3:5])[CH3:2])=[O:44])[CH2:40][CH2:41]1. (3) Given the reactants [NH:1]1[CH:5]=[CH:4][N:3]=[C:2]1[CH2:6][N:7]([CH2:14][C:15]1[CH:20]=[CH:19][C:18]([C:21]([N:23]2[CH2:28][CH2:27][NH:26][CH2:25][CH2:24]2)=[O:22])=[CH:17][CH:16]=1)[CH2:8][C:9]1[NH:10][CH:11]=[CH:12][N:13]=1.C([BH3-])#N.[Na+].C(OC)(OC)OC.[CH:40](=O)[CH2:41][CH3:42], predict the reaction product. The product is: [NH:1]1[CH:5]=[CH:4][N:3]=[C:2]1[CH2:6][N:7]([CH2:14][C:15]1[CH:16]=[CH:17][C:18]([C:21]([N:23]2[CH2:24][CH2:25][N:26]([CH2:40][CH2:41][CH3:42])[CH2:27][CH2:28]2)=[O:22])=[CH:19][CH:20]=1)[CH2:8][C:9]1[NH:13][CH:12]=[CH:11][N:10]=1.